Task: Predict the reaction yield, written as a fraction of the theoretical maximum amount of product (1.0 means a 100% yield; for example, 0.34 means a 34% yield).. Dataset: Reaction yield outcomes from USPTO patents with 853,638 reactions The reactants are [N:1]1[CH:6]=[CH:5][N:4]=[CH:3][C:2]=1[C:7]1[N:11]2[CH2:12][CH2:13][NH:14][C:15](=[O:16])[C:10]2=[N:9][N:8]=1.C(=O)([O-])[O-].[Cs+].[Cs+].Br[CH2:24][C:25]1[CH:30]=[CH:29][CH:28]=[C:27]([Cl:31])[C:26]=1[Cl:32].CO. The catalyst is CN(C=O)C. The product is [Cl:32][C:26]1[C:27]([Cl:31])=[CH:28][CH:29]=[CH:30][C:25]=1[CH2:24][N:14]1[CH2:13][CH2:12][N:11]2[C:7]([C:2]3[CH:3]=[N:4][CH:5]=[CH:6][N:1]=3)=[N:8][N:9]=[C:10]2[C:15]1=[O:16]. The yield is 0.880.